Dataset: Catalyst prediction with 721,799 reactions and 888 catalyst types from USPTO. Task: Predict which catalyst facilitates the given reaction. (1) Reactant: [Cl:1][C:2]1[CH:3]=[C:4]2[C:10]([C:11]3[N:16]=[C:15](C4(N)CCCC(N)C4)[C:14]([F:25])=[CH:13][N:12]=3)=[CH:9][N:8](S(C3C=CC(C)=CC=3)(=O)=O)[C:5]2=[N:6][CH:7]=1.C(OC([N:43]1[CH2:48][CH2:47][O:46][CH:45]([C:49]([OH:51])=O)[CH2:44]1)=O)(C)(C)C.C(Cl)CCl.[CH:56]1[CH:57]=[CH:58][C:59]2[N:64](O)N=N[C:60]=2[CH:61]=1.CC[N:68](C(C)C)C(C)C.[OH-].[Li+]. Product: [Cl:1][C:2]1[CH:3]=[C:4]2[C:10]([C:11]3[N:16]=[C:15]([NH:64][C@H:59]4[CH2:58][CH2:57][CH2:56][C@@H:61]([NH:68][C:49]([CH:45]5[O:46][CH2:47][CH2:48][NH:43][CH2:44]5)=[O:51])[CH2:60]4)[C:14]([F:25])=[CH:13][N:12]=3)=[CH:9][NH:8][C:5]2=[N:6][CH:7]=1. The catalyst class is: 2. (2) Reactant: [CH3:1][O:2][C:3]1[C:8]2[CH:9]=[N:10][S:11][C:7]=2[CH:6]=[CH:5][CH:4]=1.C[O-].[Na+:14]. The catalyst class is: 57. Product: [C:9]([C:8]1[C:3]([O:2][CH3:1])=[CH:4][CH:5]=[CH:6][C:7]=1[S-:11])#[N:10].[Na+:14]. (3) Reactant: F[C:2]1[CH:7]=[CH:6][C:5]([S:8]([NH2:11])(=[O:10])=[O:9])=[CH:4][C:3]=1[N+:12]([O-:14])=[O:13].[O:15]1[CH2:20][CH2:19][CH:18]([CH2:21][NH2:22])[CH2:17][CH2:16]1.C(N(CC)CC)C.Cl. Product: [N+:12]([C:3]1[CH:4]=[C:5]([S:8]([NH2:11])(=[O:10])=[O:9])[CH:6]=[CH:7][C:2]=1[NH:22][CH2:21][CH:18]1[CH2:19][CH2:20][O:15][CH2:16][CH2:17]1)([O-:14])=[O:13]. The catalyst class is: 7. (4) Reactant: [CH2:1]([OH:4])[CH2:2][OH:3].[H-].[Na+].[CH:7]1([CH3:24])[CH2:12][CH2:11][CH:10]([CH:13]([CH3:15])[CH3:14])[CH:9]([O:16][CH:17]([CH2:19]S([O-])(=O)=O)C)[CH2:8]1.C(OC(C)C)(C)C. Product: [CH:7]1([CH3:24])[CH2:12][CH2:11][CH:10]([CH:13]([CH3:14])[CH3:15])[CH:9]([O:16][CH2:17][CH2:19][O:3][CH2:2][CH2:1][OH:4])[CH2:8]1. The catalyst class is: 3.